From a dataset of Full USPTO retrosynthesis dataset with 1.9M reactions from patents (1976-2016). Predict the reactants needed to synthesize the given product. (1) The reactants are: [OH:1][C:2]1[CH:3]=[C:4]2[C:9](=[CH:10][CH:11]=1)[NH:8][C:7](=[O:12])[CH2:6][CH2:5]2.C([O-])([O-])=O.[K+].[K+].[CH:19]1[CH:24]=[CH:23][C:22]([CH2:25]Br)=[CH:21][CH:20]=1. Given the product [CH2:25]([O:1][C:2]1[CH:3]=[C:4]2[C:9](=[CH:10][CH:11]=1)[NH:8][C:7](=[O:12])[CH2:6][CH2:5]2)[C:22]1[CH:23]=[CH:24][CH:19]=[CH:20][CH:21]=1, predict the reactants needed to synthesize it. (2) Given the product [C:27]([C:24]1[CH:25]=[CH:26][C:21]([NH:20][C:18](=[O:19])[NH:17][C:12]2[CH:13]=[CH:14][CH:15]=[CH:16][C:11]=2[O:10][C:8]2[N:7]([C:31]3[CH:36]=[CH:35][CH:34]=[CH:33][CH:32]=3)[N:6]=[C:5]([C:3]([OH:4])=[O:2])[CH:9]=2)=[CH:22][CH:23]=1)([CH3:30])([CH3:28])[CH3:29], predict the reactants needed to synthesize it. The reactants are: C[O:2][C:3]([C:5]1[CH:9]=[C:8]([O:10][C:11]2[CH:16]=[CH:15][CH:14]=[CH:13][C:12]=2[NH:17][C:18]([NH:20][C:21]2[CH:26]=[CH:25][C:24]([C:27]([CH3:30])([CH3:29])[CH3:28])=[CH:23][CH:22]=2)=[O:19])[N:7]([C:31]2[CH:36]=[CH:35][CH:34]=[CH:33][CH:32]=2)[N:6]=1)=[O:4].[OH-].[Na+]. (3) Given the product [CH3:19][C:15]1[C:11]2[C:12](=[O:14])[O:13][C:1](=[O:2])[NH:9][C:10]=2[CH:18]=[CH:17][CH:16]=1, predict the reactants needed to synthesize it. The reactants are: [C:1](Cl)(=O)[O:2]C(Cl)(Cl)Cl.[NH2:9][C:10]1[CH:18]=[CH:17][CH:16]=[C:15]([CH3:19])[C:11]=1[C:12]([OH:14])=[O:13].C(OCC)C. (4) Given the product [CH:1]1([C:7]([C:9]2[N:10]([CH3:14])[C:11]([S:16]([Cl:15])(=[O:18])=[O:17])=[CH:12][CH:13]=2)=[O:8])[CH2:2][CH2:3][CH2:4][CH2:5][CH2:6]1, predict the reactants needed to synthesize it. The reactants are: [CH:1]1([C:7]([C:9]2[N:10]([CH3:14])[CH:11]=[CH:12][CH:13]=2)=[O:8])[CH2:6][CH2:5][CH2:4][CH2:3][CH2:2]1.[Cl:15][S:16](O)(=[O:18])=[O:17].